Dataset: Reaction yield outcomes from USPTO patents with 853,638 reactions. Task: Predict the reaction yield, written as a fraction of the theoretical maximum amount of product (1.0 means a 100% yield; for example, 0.34 means a 34% yield). (1) The reactants are [CH3:1][O:2][C:3](=[O:29])[CH:4]([CH2:24][CH:25]=[CH:26][CH2:27]Br)[CH2:5][C:6]([CH3:23])=[CH:7][CH2:8][C:9]1[C:10]([OH:22])=[C:11]2[C:15](=[C:16]([CH3:20])[C:17]=1[O:18][CH3:19])[CH2:14][O:13][C:12]2=[O:21].[CH3:30][O:31][P:32]([O:35]C)[O:33][CH3:34]. No catalyst specified. The product is [CH3:1][O:2][C:3](=[O:29])[CH:4]([CH2:24][CH:25]=[CH:26][CH2:27][P:32]([O:33][CH3:34])([O:31][CH3:30])=[O:35])[CH2:5][C:6]([CH3:23])=[CH:7][CH2:8][C:9]1[C:10]([OH:22])=[C:11]2[C:15](=[C:16]([CH3:20])[C:17]=1[O:18][CH3:19])[CH2:14][O:13][C:12]2=[O:21]. The yield is 0.880. (2) The reactants are [Br:1][C:2]1[CH:3]=[CH:4][C:5]([C:9]#[C:10][CH2:11][CH2:12][N:13]2[CH2:17][CH2:16][CH2:15][C@H:14]2[CH3:18])=[C:6]([NH2:8])[CH:7]=1.Cl.[N:20]([O-])=O.[Na+].[OH2:24]. No catalyst specified. The product is [Br:1][C:2]1[CH:7]=[C:6]2[C:5]([C:9]([OH:24])=[C:10]([CH2:11][CH2:12][N:13]3[CH2:17][CH2:16][CH2:15][C@H:14]3[CH3:18])[N:20]=[N:8]2)=[CH:4][CH:3]=1. The yield is 0.470. (3) The reactants are [F:1][C:2]([F:17])([F:16])[C:3]1[CH:8]=[CH:7][C:6]([C:9]2[CH:14]=[CH:13][C:12]([NH2:15])=[CH:11][CH:10]=2)=[CH:5][CH:4]=1.N1C=CC=CC=1.[CH3:24][S:25](Cl)(=[O:27])=[O:26]. The catalyst is ClCCl. The product is [F:1][C:2]([F:16])([F:17])[C:3]1[CH:8]=[CH:7][C:6]([C:9]2[CH:14]=[CH:13][C:12]([NH:15][S:25]([CH3:24])(=[O:27])=[O:26])=[CH:11][CH:10]=2)=[CH:5][CH:4]=1. The yield is 0.470.